Dataset: Full USPTO retrosynthesis dataset with 1.9M reactions from patents (1976-2016). Task: Predict the reactants needed to synthesize the given product. (1) Given the product [Br:1][CH2:12][C:11]([C:6]1[CH:7]=[CH:8][C:9]([Cl:10])=[C:4]([Cl:3])[CH:5]=1)=[O:13], predict the reactants needed to synthesize it. The reactants are: [Br:1]Br.[Cl:3][C:4]1[CH:5]=[C:6]([C:11](=[O:13])[CH3:12])[CH:7]=[CH:8][C:9]=1[Cl:10]. (2) The reactants are: C1(O[C:8](=[O:27])[NH:9][C:10]2[S:11][C:12]3[C:18]([CH:19]4[CH2:24][O:23][CH2:22][CH2:21][O:20]4)=[CH:17][CH:16]=[C:15]([O:25][CH3:26])[C:13]=3[N:14]=2)C=CC=CC=1.[OH:28][CH:29]1[CH2:34][CH2:33][NH:32][CH2:31][CH2:30]1.N1C=CC=CC=1. Given the product [O:20]1[CH2:21][CH2:22][O:23][CH2:24][CH:19]1[C:18]1[C:12]2[S:11][C:10]([NH:9][C:8]([N:32]3[CH2:33][CH2:34][CH:29]([OH:28])[CH2:30][CH2:31]3)=[O:27])=[N:14][C:13]=2[C:15]([O:25][CH3:26])=[CH:16][CH:17]=1, predict the reactants needed to synthesize it. (3) Given the product [Cl-:16].[CH:1]1([C@@H:4]([NH3+:9])[C:5]([F:8])([F:7])[F:6])[CH2:3][CH2:2]1, predict the reactants needed to synthesize it. The reactants are: [CH:1]1([C@@H:4]([NH:9]S(C(C)(C)C)=O)[C:5]([F:8])([F:7])[F:6])[CH2:3][CH2:2]1.[ClH:16].O1CCOCC1. (4) Given the product [Cl:1][C:2]1[CH:10]=[CH:9][C:5]([C:6]([Cl:13])=[O:7])=[CH:4][N:3]=1, predict the reactants needed to synthesize it. The reactants are: [Cl:1][C:2]1[CH:10]=[CH:9][C:5]([C:6](O)=[O:7])=[CH:4][N:3]=1.S(Cl)([Cl:13])=O. (5) Given the product [C:47]([O:46][CH2:45][C@H:21]1[CH2:20][C@@H:19]([O:18][Si:1]([C:14]([CH3:15])([CH3:17])[CH3:16])([C:2]2[CH:7]=[CH:6][CH:5]=[CH:4][CH:3]=2)[C:8]2[CH:9]=[CH:10][CH:11]=[CH:12][CH:13]=2)[CH2:24][CH2:23][C@@:22]1([C@H:26]1[CH2:34][CH2:33][C@@:32]2([CH3:35])[C@@H:28]([CH2:29][CH2:30][C@@:31]2([OH:36])[C:37]2[CH:38]=[CH:39][CH:40]=[CH:41][CH:42]=2)[C@@H:27]1[CH2:43][OH:44])[CH3:25])(=[O:52])[C:48]([CH3:51])([CH3:50])[CH3:49], predict the reactants needed to synthesize it. The reactants are: [Si:1]([O:18][C@H:19]1[CH2:24][CH2:23][C@@:22]([C@H:26]2[CH2:34][CH2:33][C@@:32]3([CH3:35])[C@@H:28]([CH2:29][CH2:30][C@:31]3([C:37]3[CH:42]=[CH:41][CH:40]=[CH:39][CH:38]=3)[OH:36])[C@@H:27]2[CH2:43][OH:44])([CH3:25])[C@@H:21]([CH2:45][OH:46])[CH2:20]1)([C:14]([CH3:17])([CH3:16])[CH3:15])([C:8]1[CH:13]=[CH:12][CH:11]=[CH:10][CH:9]=1)[C:2]1[CH:7]=[CH:6][CH:5]=[CH:4][CH:3]=1.[C:47](Cl)(=[O:52])[C:48]([CH3:51])([CH3:50])[CH3:49].